From a dataset of Catalyst prediction with 721,799 reactions and 888 catalyst types from USPTO. Predict which catalyst facilitates the given reaction. (1) Reactant: [CH3:1][C@@:2]1([OH:18])[C@H:6]([OH:7])[C@@H:5]([CH2:8][OH:9])[O:4][C@H:3]1[N:10]1[CH:17]=[CH:16][C:14]([NH2:15])=[N:13][C:11]1=[O:12].C[Si](Cl)(C)C.[CH3:24][O:25][C:26]1[CH:31]=[CH:30][C:29]([C:32](Cl)([C:39]2[CH:44]=[CH:43][CH:42]=[CH:41][CH:40]=2)[C:33]2[CH:38]=[CH:37][CH:36]=[CH:35][CH:34]=2)=[CH:28][CH:27]=1.C([O-])(O)=O.[Na+].[NH4+].[F-]. Product: [OH:18][C@:2]1([CH3:1])[C@H:6]([OH:7])[C@@H:5]([CH2:8][OH:9])[O:4][C@H:3]1[N:10]1[CH:17]=[CH:16][C:14]([NH:15][C:32]([C:29]2[CH:28]=[CH:27][C:26]([O:25][CH3:24])=[CH:31][CH:30]=2)([C:39]2[CH:44]=[CH:43][CH:42]=[CH:41][CH:40]=2)[C:33]2[CH:34]=[CH:35][CH:36]=[CH:37][CH:38]=2)=[N:13][C:11]1=[O:12]. The catalyst class is: 383. (2) Reactant: [CH2:1]([O:3][C:4]([C:6]1[N:10]([CH2:11][C:12]2[CH:17]=[CH:16][C:15]([C:18]3[CH:23]=[CH:22][CH:21]=[CH:20][C:19]=3[C:24]3[N:28](C(C4C=CC=CC=4)(C4C=CC=CC=4)C4C=CC=CC=4)[N:27]=[N:26][N:25]=3)=[CH:14][CH:13]=2)[C:9]([CH2:48][CH2:49][CH3:50])=[N:8][C:7]=1[CH2:51][O:52][C:53]1[CH:58]=[CH:57][C:56]([S:59][C:60]2[CH:65]=[CH:64][C:63]([N+:66]([O-])=O)=[C:62]([N:69]([C:71]([O:73][C:74]([CH3:77])([CH3:76])[CH3:75])=[O:72])[CH3:70])[CH:61]=2)=[CH:55][CH:54]=1)=[O:5])[CH3:2]. Product: [CH2:1]([O:3][C:4]([C:6]1[N:10]([CH2:11][C:12]2[CH:17]=[CH:16][C:15]([C:18]3[CH:23]=[CH:22][CH:21]=[CH:20][C:19]=3[C:24]3[NH:25][N:26]=[N:27][N:28]=3)=[CH:14][CH:13]=2)[C:9]([CH2:48][CH2:49][CH3:50])=[N:8][C:7]=1[CH2:51][O:52][C:53]1[CH:58]=[CH:57][C:56]([S:59][C:60]2[CH:65]=[CH:64][C:63]([NH2:66])=[C:62]([N:69]([C:71]([O:73][C:74]([CH3:76])([CH3:75])[CH3:77])=[O:72])[CH3:70])[CH:61]=2)=[CH:55][CH:54]=1)=[O:5])[CH3:2]. The catalyst class is: 43. (3) Reactant: [Cl:1][C:2]1[C:10]2[N:9]=[C:8]3[N:11]([C:15]4[CH:20]=[CH:19][C:18](Cl)=[CH:17][C:16]=4[Cl:22])[CH2:12][CH2:13][CH2:14][N:7]3[C:6]=2[C:5]([CH:23]([OH:26])[CH2:24][CH3:25])=[CH:4][CH:3]=1.[CH:27]1([C:30]([OH:32])=O)[CH2:29][CH2:28]1.C(N(CC)CC)C.Cl.C(N=C=NCCCN(C)C)C.[Cl-].[NH4+].[O:54]1CCC[CH2:55]1. Product: [CH:27]1([C:30]([O:26][CH:23]([C:5]2[C:6]3[N:7]4[CH2:14][CH2:13][CH2:12][N:11]([C:15]5[CH:20]=[CH:19][C:18]([O:54][CH3:55])=[CH:17][C:16]=5[Cl:22])[C:8]4=[N:9][C:10]=3[C:2]([Cl:1])=[CH:3][CH:4]=2)[CH2:24][CH3:25])=[O:32])[CH2:29][CH2:28]1. The catalyst class is: 277. (4) Reactant: C([Cl:4])(=O)C.[CH3:5][O:6][C:7](=[O:24])[CH2:8][CH2:9][CH2:10][CH:11]1[CH2:16][CH2:15][CH2:14][CH2:13][N:12]1C(OC(C)(C)C)=O. Product: [ClH:4].[NH:12]1[CH2:13][CH2:14][CH2:15][CH2:16][CH:11]1[CH2:10][CH2:9][CH2:8][C:7]([O:6][CH3:5])=[O:24]. The catalyst class is: 5. (5) Reactant: [CH3:1][N:2]1[CH2:7][CH2:6][N:5]([S:8]([CH2:11][C@H:12]([CH3:23])[C:13]([O:15]CC2C=CC=CC=2)=[O:14])(=[O:10])=[O:9])[CH2:4][CH2:3]1. Product: [CH3:1][N:2]1[CH2:3][CH2:4][N:5]([S:8]([CH2:11][C@H:12]([CH3:23])[C:13]([OH:15])=[O:14])(=[O:10])=[O:9])[CH2:6][CH2:7]1. The catalyst class is: 5.